The task is: Predict the reaction yield, written as a fraction of the theoretical maximum amount of product (1.0 means a 100% yield; for example, 0.34 means a 34% yield).. This data is from Reaction yield outcomes from USPTO patents with 853,638 reactions. (1) The reactants are [CH:1]([C@H:4]1[NH:19][C:18](=[O:20])[C@@H:17]([CH2:21][S:22]C(C2C=CC=CC=2)(C2C=CC=CC=2)C2C=CC=CC=2)[NH:16][C:15](=[O:42])[C@@H:14]([CH3:43])[NH:13][C:12](=[O:44])[CH2:11][C@@H:10](/[CH:45]=[CH:46]/[CH2:47][CH2:48][S:49]C(C2C=CC=CC=2)(C2C=CC=CC=2)C2C=CC=CC=2)[O:9][C:8](=[O:69])[CH2:7][NH:6][C:5]1=[O:70])([CH3:3])[CH3:2].S([O-])([O-])(=O)=S.[Na+].[Na+].[Na+].[Cl-]. The catalyst is C(Cl)Cl.CO. The yield is 0.960. The product is [CH:1]([C@H:4]1[NH:19][C:18](=[O:20])[C@@H:17]2[NH:16][C:15](=[O:42])[C@@H:14]([CH3:43])[NH:13][C:12](=[O:44])[CH2:11][C@@H:10]([CH:45]=[CH:46][CH2:47][CH2:48][S:49][S:22][CH2:21]2)[O:9][C:8](=[O:69])[CH2:7][NH:6][C:5]1=[O:70])([CH3:3])[CH3:2]. (2) The reactants are [CH2:1]([N:8]1[CH:16]=[C:15]2[C:10]([CH:11]=[C:12](B3OC(C)(C)C(C)(C)O3)[CH:13]=[CH:14]2)=[N:9]1)[C:2]1[CH:7]=[CH:6][CH:5]=[CH:4][CH:3]=1.[NH2:26][C:27]1[C:32]2=[C:33](Br)[CH:34]=[C:35]([CH:36]3[CH2:40][CH2:39][N:38]([C:41]([O:43][C:44]([CH3:47])([CH3:46])[CH3:45])=[O:42])[CH2:37]3)[N:31]2[N:30]=[CH:29][N:28]=1.P([O-])([O-])([O-])=O.[K+].[K+].[K+].O. The catalyst is CN(C=O)C. The product is [NH2:26][C:27]1[C:32]2=[C:33]([C:12]3[CH:13]=[CH:14][C:15]4[C:10]([CH:11]=3)=[N:9][N:8]([CH2:1][C:2]3[CH:3]=[CH:4][CH:5]=[CH:6][CH:7]=3)[CH:16]=4)[CH:34]=[C:35]([CH:36]3[CH2:40][CH2:39][N:38]([C:41]([O:43][C:44]([CH3:47])([CH3:46])[CH3:45])=[O:42])[CH2:37]3)[N:31]2[N:30]=[CH:29][N:28]=1. The yield is 0.380. (3) The reactants are [Cl:1][C:2]1[N:7]=[C:6]([C:8]#[C:9][C:10]([CH3:13])([CH3:12])[CH3:11])[C:5]([NH:14]C(=O)CCC)=[CH:4][CH:3]=1.CC([O-])(C)C.[K+]. The catalyst is CN(C=O)C. The product is [C:10]([C:9]1[NH:14][C:5]2[C:6](=[N:7][C:2]([Cl:1])=[CH:3][CH:4]=2)[CH:8]=1)([CH3:13])([CH3:12])[CH3:11]. The yield is 0.940. (4) The reactants are [C:1]([NH:9][NH2:10])(=O)[C:2]1[CH:7]=[CH:6][N:5]=[CH:4][CH:3]=1.[CH2:11]([N:13]=[C:14]=[S:15])[CH3:12].O.C([O-])([O-])=O.[K+].[K+]. The catalyst is C(O)C.CO. The product is [CH2:11]([N:13]1[C:1]([C:2]2[CH:7]=[CH:6][N:5]=[CH:4][CH:3]=2)=[N:9][N:10]=[C:14]1[SH:15])[CH3:12]. The yield is 0.530. (5) The reactants are [I:1][C:2]1[CH:3]=[C:4]([N+:9]([O-:11])=[O:10])[C:5](N)=[N:6][CH:7]=1.N([O-])=O.[Na+].[OH-].[NH4+].O.[ClH:19]. The catalyst is [Cu]Cl. The product is [Cl:19][C:5]1[C:4]([N+:9]([O-:11])=[O:10])=[CH:3][C:2]([I:1])=[CH:7][N:6]=1. The yield is 0.430.